This data is from Full USPTO retrosynthesis dataset with 1.9M reactions from patents (1976-2016). The task is: Predict the reactants needed to synthesize the given product. (1) Given the product [C:29]([C:30]1[CH:37]=[CH:36][C:33]([CH2:34][NH:35][C:24]([C:21]2[O:22][C:23]3[C:15]([N:12]4[CH2:13][CH2:14][N:9]([CH2:8][CH2:7][C:2]5[CH:3]=[CH:4][CH:5]=[CH:6][N:1]=5)[CH2:10][CH2:11]4)=[CH:16][CH:17]=[CH:18][C:19]=3[CH:20]=2)=[O:26])=[CH:32][CH:31]=1)#[N:28], predict the reactants needed to synthesize it. The reactants are: [N:1]1[CH:6]=[CH:5][CH:4]=[CH:3][C:2]=1[CH2:7][CH2:8][N:9]1[CH2:14][CH2:13][N:12]([C:15]2[C:23]3[O:22][C:21]([C:24]([O-:26])=O)=[CH:20][C:19]=3[CH:18]=[CH:17][CH:16]=2)[CH2:11][CH2:10]1.[Li+].[NH2:28][CH2:29][C:30]1[CH:37]=[CH:36][C:33]([C:34]#[N:35])=[CH:32][CH:31]=1. (2) Given the product [CH3:28][O:27][C:17]1[CH:16]=[C:15]([C:14]2[N:3]=[N:2][N:1]3[CH:4]([C:5]([O:7][CH2:8][CH3:9])=[O:6])[CH2:10][CH2:11][CH2:12][C:13]=23)[CH:20]=[CH:19][C:18]=1[C:21]1[O:25][C:24]([CH3:26])=[N:23][CH:22]=1, predict the reactants needed to synthesize it. The reactants are: [N:1]([CH:4]([CH2:10][CH2:11][CH2:12][C:13]#[C:14][C:15]1[CH:20]=[CH:19][C:18]([C:21]2[O:25][C:24]([CH3:26])=[N:23][CH:22]=2)=[C:17]([O:27][CH3:28])[CH:16]=1)[C:5]([O:7][CH2:8][CH3:9])=[O:6])=[N+:2]=[N-:3]. (3) Given the product [ClH:1].[F:19][C:20]1[CH:21]=[C:22]([CH:27]=[CH:28][CH:29]=1)[O:23][CH2:24][CH2:25][NH:26][C:2]1[N:9]=[C:8]([NH:10][C:11]2[CH:15]=[C:14]([CH3:16])[NH:13][N:12]=2)[CH:7]=[C:6]([CH3:17])[C:3]=1[C:4]#[N:5], predict the reactants needed to synthesize it. The reactants are: [Cl:1][C:2]1[N:9]=[C:8]([NH:10][C:11]2[CH:15]=[C:14]([CH3:16])[NH:13][N:12]=2)[CH:7]=[C:6]([CH3:17])[C:3]=1[C:4]#[N:5].Cl.[F:19][C:20]1[CH:21]=[C:22]([CH:27]=[CH:28][CH:29]=1)[O:23][CH2:24][CH2:25][NH2:26].C(=O)([O-])O.[Na+].CS(C)=O. (4) Given the product [N+:18]([C:10]1[CH:9]=[C:8]([O:1][C:2]2[CH:3]=[CH:4][CH:5]=[CH:6][CH:7]=2)[CH:13]=[CH:12][C:11]=1[NH:14][C:15](=[O:17])[CH3:16])([O-:20])=[O:19], predict the reactants needed to synthesize it. The reactants are: [O:1]([C:8]1[CH:13]=[CH:12][C:11]([NH:14][C:15](=[O:17])[CH3:16])=[CH:10][CH:9]=1)[C:2]1[CH:7]=[CH:6][CH:5]=[CH:4][CH:3]=1.[N+:18]([O-])([OH:20])=[O:19]. (5) Given the product [C:5]([C:4]1[CH:3]=[C:2]([NH:1][CH:26]([C:16]2[CH:17]=[CH:18][C:19]([F:20])=[C:14]([O:13][CH2:11][CH3:12])[CH:15]=2)[C:25]([OH:29])=[O:28])[CH:10]=[CH:9][CH:8]=1)(=[O:6])[NH2:7], predict the reactants needed to synthesize it. The reactants are: [NH2:1][C:2]1[CH:3]=[C:4]([CH:8]=[CH:9][CH:10]=1)[C:5]([NH2:7])=[O:6].[CH2:11]([O:13][C:14]1[CH:15]=[C:16](B(O)O)[CH:17]=[CH:18][C:19]=1[F:20])[CH3:12].O.[C:25]([OH:29])(=[O:28])[CH:26]=O. (6) Given the product [C:13]([O-:16])(=[O:15])[CH3:14].[OH:1][NH+:2]1[C:7]([CH3:8])([CH3:9])[CH2:6][CH:5]([OH:10])[CH2:4][C:3]1([CH3:12])[CH3:11], predict the reactants needed to synthesize it. The reactants are: [OH:1][N:2]1[C:7]([CH3:9])([CH3:8])[CH2:6][CH:5]([OH:10])[CH2:4][C:3]1([CH3:12])[CH3:11].[C:13]([OH:16])(=[O:15])[CH3:14]. (7) Given the product [Cl:20][C:16]1[S:15][C:14]([C:12]([C:7]2[N:8]([CH:9]3[CH2:10][CH2:11]3)[C:4]([CH:1]3[CH2:3][CH2:2]3)=[N:5][N:6]=2)([CH3:19])[CH3:13])=[CH:18][CH:17]=1, predict the reactants needed to synthesize it. The reactants are: [CH:1]1([C:4]2[N:8]([CH:9]3[CH2:11][CH2:10]3)[C:7]([C:12]([CH3:19])([C:14]3[S:15][CH:16]=[CH:17][CH:18]=3)[CH3:13])=[N:6][N:5]=2)[CH2:3][CH2:2]1.[Cl:20]N1C(=O)CCC1=O.